From a dataset of Reaction yield outcomes from USPTO patents with 853,638 reactions. Predict the reaction yield, written as a fraction of the theoretical maximum amount of product (1.0 means a 100% yield; for example, 0.34 means a 34% yield). (1) The yield is 0.970. The product is [N:13]([CH2:2][C:3]1[CH:12]=[CH:11][CH:10]=[CH:9][C:4]=1[C:5]([O:7][CH3:8])=[O:6])=[N+:14]=[N-:15]. The reactants are Br[CH2:2][C:3]1[CH:12]=[CH:11][CH:10]=[CH:9][C:4]=1[C:5]([O:7][CH3:8])=[O:6].[N-:13]=[N+:14]=[N-:15].[Na+]. The catalyst is CN(C=O)C.O. (2) The reactants are Cl[C:2]1[CH:3]=[CH:4][C:5]2[N:6]([CH:8]=[C:9]([C:11]3[CH:12]=[C:13]([NH:19][S:20]([CH3:23])(=[O:22])=[O:21])[CH:14]=[C:15]([C:17]#[N:18])[CH:16]=3)[N:10]=2)[N:7]=1. The catalyst is C1COCC1.[Pd]. The product is [C:17]([C:15]1[CH:14]=[C:13]([NH:19][S:20]([CH3:23])(=[O:22])=[O:21])[CH:12]=[C:11]([C:9]2[N:10]=[C:5]3[CH:4]=[CH:3][CH:2]=[N:7][N:6]3[CH:8]=2)[CH:16]=1)#[N:18]. The yield is 0.950. (3) The catalyst is C(Cl)Cl. The yield is 0.606. The reactants are [CH2:1]([N:8]1[CH2:12][CH2:11][CH2:10][CH:9]1[C:13]1[CH:22]=[CH:21][CH:20]=[C:19]2[C:14]=1[CH:15]=[CH:16][C:17]([S:23](OC1C(F)=C(F)C(F)=C(F)C=1F)(=[O:25])=[O:24])=[CH:18]2)[C:2]1[CH:7]=[CH:6][CH:5]=[CH:4][CH:3]=1.[S:38]1[C:42]([NH2:43])=[N:41][CH:40]=[N:39]1.C1COCC1.CC([O-])(C)C.[Li+]. The product is [CH2:1]([N:8]1[CH2:12][CH2:11][CH2:10][CH:9]1[C:13]1[CH:22]=[CH:21][CH:20]=[C:19]2[C:14]=1[CH:15]=[CH:16][C:17]([S:23]([NH:43][C:42]1[S:38][N:39]=[CH:40][N:41]=1)(=[O:25])=[O:24])=[CH:18]2)[C:2]1[CH:7]=[CH:6][CH:5]=[CH:4][CH:3]=1. (4) The reactants are [CH3:1][CH:2]([CH3:38])[C@@H:3]([NH:30]C(=O)OC(C)(C)C)[C:4]([N:6]1[CH2:11][CH2:10][N:9]([C:12]2[CH:17]=[CH:16][N:15]=[C:14]3[NH:18][CH:19]=[C:20]([NH:21][C:22](=[O:29])[C:23]4[CH:28]=[CH:27][CH:26]=[N:25][CH:24]=4)[C:13]=23)[CH2:8][CH2:7]1)=[O:5].C(O)(C(F)(F)F)=O. The catalyst is C(Cl)Cl. The product is [NH2:30][C@H:3]([CH:2]([CH3:38])[CH3:1])[C:4]([N:6]1[CH2:7][CH2:8][N:9]([C:12]2[CH:17]=[CH:16][N:15]=[C:14]3[NH:18][CH:19]=[C:20]([NH:21][C:22](=[O:29])[C:23]4[CH:28]=[CH:27][CH:26]=[N:25][CH:24]=4)[C:13]=23)[CH2:10][CH2:11]1)=[O:5]. The yield is 0.630. (5) The reactants are [CH2:1]([O:8][C:9]1[C:18](=[O:19])[N:17]2[C:12]([CH:13]([CH3:20])[O:14][CH2:15][CH2:16]2)=[N:11][C:10]=1[C:21]([O:23]CC)=[O:22])[C:2]1[CH:7]=[CH:6][CH:5]=[CH:4][CH:3]=1. The catalyst is C(OCC)(=O)C.CCCCCC. The product is [CH2:1]([O:8][C:9]1[C:18](=[O:19])[N:17]2[C:12]([CH:13]([CH3:20])[O:14][CH2:15][CH2:16]2)=[N:11][C:10]=1[C:21]([OH:23])=[O:22])[C:2]1[CH:3]=[CH:4][CH:5]=[CH:6][CH:7]=1. The yield is 0.960. (6) The reactants are [C:1]([C:3]1[C:4]([C:9]2[CH:14]=[CH:13][CH:12]=[CH:11][CH:10]=2)=[N:5][O:6][C:7]=1[CH3:8])#[CH:2].I[C:16]1[C:21]([OH:22])=[CH:20][CH:19]=[CH:18][N:17]=1. No catalyst specified. The product is [CH3:8][C:7]1[O:6][N:5]=[C:4]([C:9]2[CH:14]=[CH:13][CH:12]=[CH:11][CH:10]=2)[C:3]=1[C:1]#[C:2][C:16]1[C:21]([OH:22])=[CH:20][CH:19]=[CH:18][N:17]=1. The yield is 0.560. (7) The reactants are [CH3:1][C:2]1[CH:3]=[C:4]2[C:9](=[CH:10][CH:11]=1)[NH:8][C:7](=[O:12])[C:6]([C:13]#[N:14])=[C:5]2[N:15]1[CH2:20][CH2:19][N:18]([C:21]([C:23]2[S:24][CH:25]=[CH:26][CH:27]=2)=[O:22])[CH2:17][CH2:16]1.Cl[CH2:29][CH2:30][N:31]1[CH2:36][CH2:35][O:34][CH2:33][CH2:32]1.C(=O)([O-])[O-].[K+].[K+]. The catalyst is CN(C=O)C. The product is [CH3:1][C:2]1[CH:3]=[C:4]2[C:9](=[CH:10][CH:11]=1)[N:8]([CH2:29][CH2:30][N:31]1[CH2:36][CH2:35][O:34][CH2:33][CH2:32]1)[C:7](=[O:12])[C:6]([C:13]#[N:14])=[C:5]2[N:15]1[CH2:16][CH2:17][N:18]([C:21]([C:23]2[S:24][CH:25]=[CH:26][CH:27]=2)=[O:22])[CH2:19][CH2:20]1. The yield is 0.170. (8) The reactants are C(OC(=O)[NH:7][CH2:8][CH2:9][O:10][C:11]1[C:16]([F:17])=[CH:15][CH:14]=[C:13]([N+:18]([O-:20])=[O:19])[C:12]=1F)(C)(C)C.C(O)(C(F)(F)F)=O.C1(C)C=CC=CC=1. The catalyst is C(Cl)Cl. The product is [F:17][C:16]1[C:11]2[O:10][CH2:9][CH2:8][NH:7][C:12]=2[C:13]([N+:18]([O-:20])=[O:19])=[CH:14][CH:15]=1. The yield is 0.890. (9) The reactants are [CH3:1][N:2]1[N:6]=[N:5][C:4]([C:7]2[CH:12]=[CH:11][C:10]([C:13]3[CH:18]=[CH:17][C:16]([N:19]4[CH2:23][C@H:22]([CH2:24][OH:25])[O:21][C:20]4=[O:26])=[CH:15][C:14]=3[F:27])=[CH:9][N:8]=2)=[N:3]1.[CH3:28][S:29](Cl)(=[O:31])=[O:30].C(N(CC)CC)C.O. The catalyst is C(Cl)Cl.[Cl-].[Na+].O. The product is [CH3:1][N:2]1[N:6]=[N:5][C:4]([C:7]2[CH:12]=[CH:11][C:10]([C:13]3[CH:18]=[CH:17][C:16]([N:19]4[CH2:23][C@H:22]([CH2:24][O:25][S:29]([CH3:28])(=[O:31])=[O:30])[O:21][C:20]4=[O:26])=[CH:15][C:14]=3[F:27])=[CH:9][N:8]=2)=[N:3]1. The yield is 0.820. (10) The reactants are CN(N=O)C(N[N+]([O-])=O)=N.[OH-].[K+].[N+](=[CH2:15])=[N-].[F:16][C:17]1[CH:18]=[C:19](/[CH:25]=[CH:26]/[C:27]([O:29][CH2:30][CH3:31])=[O:28])[CH:20]=[CH:21][C:22]=1[O:23][CH3:24]. The catalyst is CCOCC.C(O)(=O)C.C([O-])(=O)C.[Pd+2].C([O-])(=O)C. The product is [F:16][C:17]1[CH:18]=[C:19]([CH:25]2[CH2:15][CH:26]2[C:27]([O:29][CH2:30][CH3:31])=[O:28])[CH:20]=[CH:21][C:22]=1[O:23][CH3:24]. The yield is 0.830.